Task: Binary Classification. Given a drug SMILES string, predict its activity (active/inactive) in a high-throughput screening assay against a specified biological target.. Dataset: Cav3 T-type calcium channel HTS with 100,875 compounds (1) The molecule is o1c(ccc1)/C=N\NC(=O)c1ncccc1. The result is 0 (inactive). (2) The compound is Clc1c(nn(c1)C)C(=O)NNC(=S)NCC(C)C. The result is 0 (inactive). (3) The molecule is O(C(=O)C1CN(CCC1)Cc1c(OCC)cccc1)CC. The result is 0 (inactive). (4) The molecule is Clc1cc(ccc1)C(O\N=C(/N)c1cccnc1)=O. The result is 0 (inactive).